This data is from Catalyst prediction with 721,799 reactions and 888 catalyst types from USPTO. The task is: Predict which catalyst facilitates the given reaction. (1) Product: [ClH:31].[CH:11]1([NH:14][C:15](=[O:30])[C@@H:16]([OH:29])[C@@H:17]([NH2:21])[CH2:18][CH2:19][CH3:20])[CH2:13][CH2:12]1. The catalyst class is: 81. Reactant: C(OCC)(=O)C.C(O)(C)C.[CH:11]1([NH:14][C:15](=[O:30])[C@@H:16]([OH:29])[C@@H:17]([NH:21]C(OC(C)(C)C)=O)[CH2:18][CH2:19][CH3:20])[CH2:13][CH2:12]1.[ClH:31].C(O)(C)C. (2) Reactant: C([BH3-])#N.[Na+].[NH2:5][CH2:6][C:7]1[CH:8]=[N:9][C:10]([Cl:13])=[CH:11][CH:12]=1.[C:14]1(=O)[CH2:19][CH2:18][CH2:17][CH2:16][CH2:15]1.C(O)(=O)C.C([O-])([O-])=O.[K+].[K+]. Product: [Cl:13][C:10]1[N:9]=[CH:8][C:7]([CH2:6][NH:5][CH:14]2[CH2:19][CH2:18][CH2:17][CH2:16][CH2:15]2)=[CH:12][CH:11]=1. The catalyst class is: 24. (3) Reactant: [NH2:1][C:2]1[CH:3]=[C:4]([C:23]2[CH:28]=[CH:27][C:26]([F:29])=[C:25]([F:30])[CH:24]=2)[CH:5]=[CH:6][C:7]=1[C:8]([NH:10][C@H:11]([C:19]([O:21][CH3:22])=[O:20])[C@@H:12]([CH3:18])[O:13][CH:14]1[CH2:17][CH2:16][CH2:15]1)=[O:9].[N:31]([C:34]1[C:39]([CH3:40])=[CH:38][C:37]([CH3:41])=[CH:36][C:35]=1[CH3:42])=[C:32]=[O:33]. Product: [CH:14]1([O:13][C@H:12]([CH3:18])[C@@H:11]([C:19]([O:21][CH3:22])=[O:20])[NH:10][C:8]([C:7]2[CH:6]=[CH:5][C:4]([C:23]3[CH:28]=[CH:27][C:26]([F:29])=[C:25]([F:30])[CH:24]=3)=[CH:3][C:2]=2[NH:1][C:32]([NH:31][C:34]2[C:35]([CH3:42])=[CH:36][C:37]([CH3:41])=[CH:38][C:39]=2[CH3:40])=[O:33])=[O:9])[CH2:15][CH2:16][CH2:17]1. The catalyst class is: 17. (4) Reactant: Cl[CH:2]1[C:10]2[C:5](=[CH:6][C:7]([F:11])=[CH:8][CH:9]=2)[CH2:4][CH2:3]1.[C-:12]#[N:13].[Na+]. Product: [C:12]([CH:2]1[C:10]2[C:5](=[CH:6][C:7]([F:11])=[CH:8][CH:9]=2)[CH2:4][CH2:3]1)#[N:13]. The catalyst class is: 3. (5) Reactant: [Br:1][C:2]1[C:3]([OH:10])=[C:4]([CH:7]=[CH:8][CH:9]=1)[CH:5]=[O:6].[C:11]([O-])([O-])=O.[K+].[K+].CI. Product: [Br:1][C:2]1[C:3]([O:10][CH3:11])=[C:4]([CH:7]=[CH:8][CH:9]=1)[CH:5]=[O:6]. The catalyst class is: 3. (6) Reactant: [CH3:1][C:2]1[CH:10]=[C:9]([B:11]2[O:15][C:14]([CH3:17])([CH3:16])[C:13]([CH3:19])([CH3:18])[O:12]2)[CH:8]=[CH:7][C:3]=1[C:4](O)=[O:5].[CH2:20]([NH2:22])[CH3:21].C(P1(=O)OP(=O)(CCC)OP(=O)(CCC)O1)CC. Product: [CH2:20]([NH:22][C:4](=[O:5])[C:3]1[CH:7]=[CH:8][C:9]([B:11]2[O:12][C:13]([CH3:19])([CH3:18])[C:14]([CH3:16])([CH3:17])[O:15]2)=[CH:10][C:2]=1[CH3:1])[CH3:21]. The catalyst class is: 37. (7) Reactant: [C:1]([SiH2:5][O:6][C:7]([CH3:33])([CH3:32])[C@@H:8]([NH:11]C1C=NC(C2C=CC(OC(F)(F)F)=CC=2OC)=C(C)C=1)[CH2:9][CH3:10])([CH3:4])([CH3:3])[CH3:2].C1C(=O)N(Br)C(=O)C1. Product: [C:1]([SiH2:5][O:6][C:7]([CH3:32])([CH3:33])[C@@H:8]([NH2:11])[CH2:9][CH3:10])([CH3:4])([CH3:3])[CH3:2]. The catalyst class is: 22. (8) Reactant: C([O:5][C:6]([C@@H:8]1[CH2:10][C@H:9]1[C:11]1[CH:12]=[C:13]([CH:18]=[CH:19][C:20]=1[CH3:21])[C:14]([O:16][CH3:17])=[O:15])=[O:7])(C)(C)C.C(O)(C(F)(F)F)=O. Product: [CH3:17][O:16][C:14]([C:13]1[CH:18]=[CH:19][C:20]([CH3:21])=[C:11]([C@@H:9]2[CH2:10][C@H:8]2[C:6]([OH:7])=[O:5])[CH:12]=1)=[O:15]. The catalyst class is: 6. (9) Reactant: [NH:1]1[CH:5]=[C:4]([C:6]([O:8]CC)=[O:7])[CH:3]=[N:2]1.[O:11]1[CH:16]=[CH:15][CH2:14][CH2:13][CH2:12]1.C(O)(C(F)(F)F)=O.C([O-])(O)=O.[Na+]. Product: [O:11]1[CH2:16][CH2:15][CH2:14][CH2:13][CH:12]1[N:2]1[CH:3]=[C:4]([C:6]([OH:8])=[O:7])[CH:5]=[N:1]1. The catalyst class is: 168.